Dataset: Forward reaction prediction with 1.9M reactions from USPTO patents (1976-2016). Task: Predict the product of the given reaction. (1) Given the reactants [OH:1][C:2]1[CH:9]=[CH:8][C:5]([CH:6]=[O:7])=[C:4]([O:10][CH3:11])[CH:3]=1.C(=O)([O-])[O-].[K+].[K+].Br[CH2:19][C:20]1[CH:25]=[CH:24][C:23]([Cl:26])=[C:22]([Cl:27])[CH:21]=1, predict the reaction product. The product is: [Cl:27][C:22]1[CH:21]=[C:20]([CH:25]=[CH:24][C:23]=1[Cl:26])[CH2:19][O:1][C:2]1[CH:9]=[CH:8][C:5]([CH:6]=[O:7])=[C:4]([O:10][CH3:11])[CH:3]=1. (2) Given the reactants [Br:1][C:2]1[CH:7]=[CH:6][C:5](I)=[CH:4][CH:3]=1.C[Si](C)(C)[C:11]#[C:12][CH3:13].[F-].C([N+](CCCC)(CCCC)CCCC)CCC, predict the reaction product. The product is: [Br:1][C:2]1[CH:7]=[CH:6][C:5]([C:11]#[C:12][CH3:13])=[CH:4][CH:3]=1. (3) Given the reactants [CH3:1][S:2][C:3]1[CH:8]=[CH:7][C:6]([C:9]2[S:13][C:12]([C:14](=[O:16])[CH3:15])=[CH:11][CH:10]=2)=[CH:5][CH:4]=1.[Cl:17][C:18]1[C:25]([Cl:26])=[C:24]([OH:27])[CH:23]=[CH:22][C:19]=1[CH:20]=O, predict the reaction product. The product is: [Cl:17][C:18]1[C:25]([Cl:26])=[C:24]([OH:27])[CH:23]=[CH:22][C:19]=1[CH:20]=[CH:15][C:14]([C:12]1[S:13][C:9]([C:6]2[CH:7]=[CH:8][C:3]([S:2][CH3:1])=[CH:4][CH:5]=2)=[CH:10][CH:11]=1)=[O:16].